Predict which catalyst facilitates the given reaction. From a dataset of Catalyst prediction with 721,799 reactions and 888 catalyst types from USPTO. Reactant: [CH2:1]([OH:19])[CH2:2][CH2:3][CH2:4][CH2:5][CH2:6][CH2:7][CH2:8]/[CH:9]=[CH:10]\[CH2:11][CH2:12][CH2:13][CH2:14][CH2:15][CH2:16][CH2:17][CH3:18].[C:20](Cl)(=[O:24])[C:21]([CH3:23])=[CH2:22].C(N(CC)CC)C. Product: [C:20]([O:19][CH2:1][CH2:2][CH2:3][CH2:4][CH2:5][CH2:6][CH2:7][CH2:8]/[CH:9]=[CH:10]\[CH2:11][CH2:12][CH2:13][CH2:14][CH2:15][CH2:16][CH2:17][CH3:18])(=[O:24])[C:21]([CH3:23])=[CH2:22]. The catalyst class is: 2.